From a dataset of Forward reaction prediction with 1.9M reactions from USPTO patents (1976-2016). Predict the product of the given reaction. Given the reactants [Br:1][C:2]1[CH:7]=[C:6](Br)[C:5]([N+:9]([O-:11])=[O:10])=[CH:4][N:3]=1.[F:12][C:13]([F:17])([F:16])[CH2:14][NH2:15], predict the reaction product. The product is: [Br:1][C:2]1[CH:7]=[C:6]([NH:15][CH2:14][C:13]([F:17])([F:16])[F:12])[C:5]([N+:9]([O-:11])=[O:10])=[CH:4][N:3]=1.